From a dataset of NCI-60 drug combinations with 297,098 pairs across 59 cell lines. Regression. Given two drug SMILES strings and cell line genomic features, predict the synergy score measuring deviation from expected non-interaction effect. Drug 1: C1CCC(CC1)NC(=O)N(CCCl)N=O. Drug 2: C1=NC2=C(N=C(N=C2N1C3C(C(C(O3)CO)O)O)F)N. Cell line: COLO 205. Synergy scores: CSS=16.1, Synergy_ZIP=-7.84, Synergy_Bliss=-19.1, Synergy_Loewe=-17.4, Synergy_HSA=-16.9.